From a dataset of Forward reaction prediction with 1.9M reactions from USPTO patents (1976-2016). Predict the product of the given reaction. (1) Given the reactants [CH3:1][C@H:2]1[NH:7][CH2:6][C@@H:5]([C:8]([O:10][CH3:11])=[O:9])[CH2:4][CH2:3]1.[CH3:12][C:13]([O:16][C:17](O[C:17]([O:16][C:13]([CH3:15])([CH3:14])[CH3:12])=[O:18])=[O:18])([CH3:15])[CH3:14], predict the reaction product. The product is: [CH3:1][C@H:2]1[N:7]([C:17]([O:16][C:13]([CH3:15])([CH3:14])[CH3:12])=[O:18])[CH2:6][C@@H:5]([C:8]([O:10][CH3:11])=[O:9])[CH2:4][CH2:3]1. (2) Given the reactants [O:1]=[C:2]([CH2:11][C:12]1[CH:17]=[CH:16][CH:15]=[C:14]([C:18]([F:21])([F:20])[F:19])[CH:13]=1)[CH2:3][CH2:4][CH:5]1[NH:9][C:8](=[O:10])[CH2:7][CH2:6]1.[BH4-].[Na+], predict the reaction product. The product is: [OH:1][CH:2]([CH2:11][C:12]1[CH:17]=[CH:16][CH:15]=[C:14]([C:18]([F:21])([F:19])[F:20])[CH:13]=1)[CH2:3][CH2:4][CH:5]1[NH:9][C:8](=[O:10])[CH2:7][CH2:6]1. (3) Given the reactants [CH3:1][C:2]1[N:3]=[C:4]([CH3:21])[C:5]2[N:6]([CH:8]=[C:9]([NH:11][C:12](=[O:20])[C:13]3[CH:18]=[CH:17][C:16](F)=[CH:15][CH:14]=3)[N:10]=2)[CH:7]=1.[NH:22]1[CH2:27][CH2:26][NH:25][CH2:24][CH2:23]1, predict the reaction product. The product is: [CH3:1][C:2]1[N:3]=[C:4]([CH3:21])[C:5]2[N:6]([CH:8]=[C:9]([NH:11][C:12](=[O:20])[C:13]3[CH:18]=[CH:17][C:16]([N:22]4[CH2:27][CH2:26][NH:25][CH2:24][CH2:23]4)=[CH:15][CH:14]=3)[N:10]=2)[CH:7]=1. (4) Given the reactants [OH:1][C:2]1[CH:7]=[CH:6][C:5]([N:8]([CH3:52])[C:9]([C:11]2[CH:12]=[C:13]([C:20]3[CH:21]=[C:22]4[C:26](=[CH:27][C:28]=3[C:29]([N:31]3[C@H:40]([CH2:41][N:42]5[CH2:47][CH2:46][O:45][CH2:44][CH2:43]5)[CH2:39][C:38]5[C:33](=[CH:34][CH:35]=[CH:36][CH:37]=5)[CH2:32]3)=[O:30])[CH2:25][N:24]([C:48](=[O:51])[CH2:49][CH3:50])[CH2:23]4)[N:14]3[C:19]=2[CH2:18][CH2:17][CH2:16][CH2:15]3)=[O:10])=[CH:4][CH:3]=1.[ClH:53], predict the reaction product. The product is: [ClH:53].[OH:1][C:2]1[CH:3]=[CH:4][C:5]([N:8]([CH3:52])[C:9]([C:11]2[CH:12]=[C:13]([C:20]3[CH:21]=[C:22]4[C:26](=[CH:27][C:28]=3[C:29]([N:31]3[C@H:40]([CH2:41][N:42]5[CH2:43][CH2:44][O:45][CH2:46][CH2:47]5)[CH2:39][C:38]5[C:33](=[CH:34][CH:35]=[CH:36][CH:37]=5)[CH2:32]3)=[O:30])[CH2:25][N:24]([C:48](=[O:51])[CH2:49][CH3:50])[CH2:23]4)[N:14]3[C:19]=2[CH2:18][CH2:17][CH2:16][CH2:15]3)=[O:10])=[CH:6][CH:7]=1.